Dataset: Forward reaction prediction with 1.9M reactions from USPTO patents (1976-2016). Task: Predict the product of the given reaction. (1) Given the reactants Br[CH2:2][CH2:3][N:4]1[C:28](=[O:29])[N:7]2[CH:8]([C:21]3[CH:26]=[CH:25][CH:24]=[C:23]([OH:27])[CH:22]=3)[C:9]3[NH:10][C:11]4[C:16]([C:17]=3[CH2:18][C:6]2([CH3:30])[C:5]1=[O:31])=[CH:15][C:14]([O:19][CH3:20])=[CH:13][CH:12]=4.[CH:32]1([NH2:35])[CH2:34][CH2:33]1, predict the reaction product. The product is: [CH:32]1([NH:35][CH2:2][CH2:3][N:4]2[C:28](=[O:29])[N:7]3[CH:8]([C:21]4[CH:26]=[CH:25][CH:24]=[C:23]([OH:27])[CH:22]=4)[C:9]4[NH:10][C:11]5[C:16]([C:17]=4[CH2:18][C:6]3([CH3:30])[C:5]2=[O:31])=[CH:15][C:14]([O:19][CH3:20])=[CH:13][CH:12]=5)[CH2:34][CH2:33]1. (2) Given the reactants [Cl:1][C:2]1[C:7]([CH3:8])=[C:6]([S:9](=[O:17])(=[O:16])[NH:10][C:11]([CH2:14][CH3:15])([CH3:13])[CH3:12])[CH:5]=[CH:4][C:3]=1[C:18]1[S:22][C:21]([C:23]([O:25]CC)=[O:24])=[N:20][C:19]=1[C:28]([N:30]1[CH2:35][CH2:34][CH:33]([CH3:36])[CH2:32][CH2:31]1)=[O:29].C1COCC1.[OH-].[K+], predict the reaction product. The product is: [Cl:1][C:2]1[C:7]([CH3:8])=[C:6]([S:9](=[O:17])(=[O:16])[NH:10][C:11]([CH2:14][CH3:15])([CH3:12])[CH3:13])[CH:5]=[CH:4][C:3]=1[C:18]1[S:22][C:21]([C:23]([OH:25])=[O:24])=[N:20][C:19]=1[C:28]([N:30]1[CH2:35][CH2:34][CH:33]([CH3:36])[CH2:32][CH2:31]1)=[O:29]. (3) Given the reactants [F:1][C:2]([F:6])([F:5])[CH2:3][OH:4].[H-].[Na+].[NH2:9][C:10]1[N:15]=[C:14]([N:16]([CH2:23][CH2:24][O:25][CH3:26])[C:17]2[CH:22]=[CH:21][CH:20]=[CH:19][CH:18]=2)[N:13]=[C:12]([C:27]2[N:31]=[C:30]([C:32]3[CH:33]=[CH:34][C:35]([CH2:38]OS(C)(=O)=O)=[N:36][CH:37]=3)[O:29][N:28]=2)[N:11]=1, predict the reaction product. The product is: [CH3:26][O:25][CH2:24][CH2:23][N:16]([C:17]1[CH:22]=[CH:21][CH:20]=[CH:19][CH:18]=1)[C:14]1[N:15]=[C:10]([NH2:9])[N:11]=[C:12]([C:27]2[N:31]=[C:30]([C:32]3[CH:37]=[N:36][C:35]([CH2:38][O:4][CH2:3][C:2]([F:6])([F:5])[F:1])=[CH:34][CH:33]=3)[O:29][N:28]=2)[N:13]=1. (4) Given the reactants [CH2:1]=[O:2].C(N(CC)CC)C.C(O[CH:14]([C:20]1[CH:25]=[CH:24][C:23]([CH2:26][CH2:27][CH2:28][CH2:29][CH2:30][CH2:31][CH2:32][CH3:33])=[CH:22][CH:21]=1)[CH2:15][CH2:16][N+:17]([O-:19])=[O:18])(=O)C.O.[O:35]1CCOC[CH2:36]1, predict the reaction product. The product is: [N+:17]([C:16]([CH2:15][CH2:14][C:20]1[CH:21]=[CH:22][C:23]([CH2:26][CH2:27][CH2:28][CH2:29][CH2:30][CH2:31][CH2:32][CH3:33])=[CH:24][CH:25]=1)([CH2:1][OH:2])[CH2:36][OH:35])([O-:19])=[O:18]. (5) Given the reactants [F:1][C:2]1[CH:3]=[C:4]([CH:8]2[CH2:12][CH2:11][CH2:10][N:9]2[C:13]2[CH:18]=[CH:17][N:16]3[N:19]=[CH:20][C:21]([C:22]([NH:24][NH:25][C:26](=[O:31])[C:27]([CH3:30])([CH3:29])[CH3:28])=O)=[C:15]3[N:14]=2)[CH:5]=[N:6][CH:7]=1.O=P(Cl)(Cl)Cl, predict the reaction product. The product is: [C:27]([C:26]1[O:31][C:22]([C:21]2[CH:20]=[N:19][N:16]3[CH:17]=[CH:18][C:13]([N:9]4[CH2:10][CH2:11][CH2:12][CH:8]4[C:4]4[CH:5]=[N:6][CH:7]=[C:2]([F:1])[CH:3]=4)=[N:14][C:15]=23)=[N:24][N:25]=1)([CH3:30])([CH3:28])[CH3:29].